From a dataset of Reaction yield outcomes from USPTO patents with 853,638 reactions. Predict the reaction yield, written as a fraction of the theoretical maximum amount of product (1.0 means a 100% yield; for example, 0.34 means a 34% yield). (1) The reactants are Br[C:2]1[CH:7]=[CH:6][CH:5]=[C:4]([O:8][C:9]([F:12])([F:11])[F:10])[CH:3]=1.[Li]CCCC.CCCCCC.[F:24][C:25]([F:36])([F:35])[O:26][C:27]1[CH:28]=[C:29]([CH:32]=[CH:33][CH:34]=1)[C:30]#N.Cl.C([O:40]CC)C. The catalyst is O. The product is [F:10][C:9]([F:12])([F:11])[O:8][C:4]1[CH:3]=[C:2]([C:30]([C:29]2[CH:32]=[CH:33][CH:34]=[C:27]([O:26][C:25]([F:36])([F:35])[F:24])[CH:28]=2)=[O:40])[CH:7]=[CH:6][CH:5]=1. The yield is 0.900. (2) The reactants are [C:1]([O:5][C:6]([N:8]1[CH2:13][CH2:12][N:11]([C:14]2[N:19]=[C:18](Cl)[N:17]=[C:16]([N:21]([CH2:23][CH2:24][CH2:25][C:26]3[CH:31]=[CH:30][C:29]([Cl:32])=[CH:28][CH:27]=3)[CH3:22])[N:15]=2)[CH2:10][CH2:9]1)=[O:7])([CH3:4])([CH3:3])[CH3:2].[NH2:33][CH2:34][CH2:35][C:36]1[CH:41]=[CH:40][C:39]([OH:42])=[CH:38][CH:37]=1.CCOC(C)=O.CCOCC. The catalyst is CC#N.CN(C=O)C. The product is [Cl:32][C:29]1[CH:28]=[CH:27][C:26]([CH2:25][CH2:24][CH2:23][N:21]([CH3:22])[C:16]2[N:17]=[C:18]([NH:33][CH2:34][CH2:35][C:36]3[CH:41]=[CH:40][C:39]([OH:42])=[CH:38][CH:37]=3)[N:19]=[C:14]([N:11]3[CH2:10][CH2:9][N:8]([C:6]([O:5][C:1]([CH3:3])([CH3:2])[CH3:4])=[O:7])[CH2:13][CH2:12]3)[N:15]=2)=[CH:31][CH:30]=1. The yield is 0.700. (3) The reactants are C1(C)C=CC=CC=1P(C1C=CC=CC=1C)C1C=CC=CC=1C.Br[C:24]1[CH:25]=[N:26][CH:27]=[CH:28][CH:29]=1.C(N1CCO[C@H](CC2C=CC=C(CO)C=2)C1)(OC(C)(C)C)=O.[C:52]([N:59]1[CH2:64][CH2:63][O:62][C@H:61]([CH2:65][C:66]2[CH:71]=[CH:70][CH:69]=[C:68]([CH:72]=[CH2:73])[CH:67]=2)[CH2:60]1)([O:54][C:55]([CH3:58])([CH3:57])[CH3:56])=[O:53]. The catalyst is C(#N)C.C([O-])(=O)C.[Pd+2].C([O-])(=O)C. The product is [C:52]([N:59]1[CH2:64][CH2:63][O:62][C@H:61]([CH2:65][C:66]2[CH:71]=[CH:70][CH:69]=[C:68]([CH:72]=[CH:73][C:24]3[CH:25]=[N:26][CH:27]=[CH:28][CH:29]=3)[CH:67]=2)[CH2:60]1)([O:54][C:55]([CH3:56])([CH3:58])[CH3:57])=[O:53]. The yield is 0.570. (4) The reactants are [CH2:1]([NH:7][CH2:8][CH2:9][CH2:10][CH2:11][CH2:12][CH3:13])[CH2:2][CH2:3][CH2:4][CH2:5][CH3:6].[CH2:14]([O:16][C:17]1[C:21](OCC)=[N:20][S:19](=[O:26])(=[O:25])[N:18]=1)[CH3:15]. The catalyst is C(O)C. The product is [CH2:8]([N:7]([C:21]1[C:17]([O:16][CH2:14][CH3:15])=[N:18][S:19](=[O:26])(=[O:25])[N:20]=1)[CH2:1][CH2:2][CH2:3][CH2:4][CH2:5][CH3:6])[CH2:9][CH2:10][CH2:11][CH2:12][CH3:13]. The yield is 0.720. (5) The reactants are [C:1](Cl)(=[O:5])[C:2](Cl)=[O:3].[CH3:7][C:8]1[CH:29]=[CH:28][C:11]([CH2:12][N:13]2[C:21]3[C:16](=[CH:17][C:18]([C:22]4[CH:27]=[CH:26][CH:25]=[CH:24][CH:23]=4)=[CH:19][CH:20]=3)[CH:15]=[CH:14]2)=[CH:10][CH:9]=1.C1C[O:33]CC1. No catalyst specified. The product is [CH3:7][C:8]1[CH:9]=[CH:10][C:11]([CH2:12][N:13]2[C:21]3[C:16](=[CH:17][C:18]([C:22]4[CH:27]=[CH:26][CH:25]=[CH:24][CH:23]=4)=[CH:19][CH:20]=3)[C:15]([C:1](=[O:5])[C:2]([OH:33])=[O:3])=[CH:14]2)=[CH:28][CH:29]=1. The yield is 0.720.